Task: Predict the reactants needed to synthesize the given product.. Dataset: Full USPTO retrosynthesis dataset with 1.9M reactions from patents (1976-2016) (1) Given the product [Cl:15][C:16]1[CH:21]=[C:20]([O:22][C:23]2[C:24]3[N:31]([CH3:32])[CH:30]=[CH:29][C:25]=3[N:26]=[CH:27][N:28]=2)[CH:19]=[CH:18][C:17]=1[NH:33][C:34]([NH:1][C:2]1[CH:7]=[C:6]([CH3:8])[CH:5]=[CH:4][N:3]=1)=[O:35], predict the reactants needed to synthesize it. The reactants are: [NH2:1][C:2]1[CH:7]=[C:6]([CH3:8])[CH:5]=[CH:4][N:3]=1.N1C=CC=CC=1.[Cl:15][C:16]1[CH:21]=[C:20]([O:22][C:23]2[C:24]3[N:31]([CH3:32])[CH:30]=[CH:29][C:25]=3[N:26]=[CH:27][N:28]=2)[CH:19]=[CH:18][C:17]=1[NH:33][C:34](=O)[O:35]C1C=CC=CC=1. (2) Given the product [C:13]1([S:10]([NH:9][C:4]2[C:3]([F:19])=[C:2]([NH:1][C:31]([C:26]3[CH:27]=[CH:28][CH:29]=[C:30]4[C:25]=3[N:24]=[CH:23][N:22]=[C:21]4[NH2:34])=[O:32])[C:7]([F:8])=[CH:6][CH:5]=2)(=[O:12])=[O:11])[CH:18]=[CH:17][CH:16]=[CH:15][CH:14]=1, predict the reactants needed to synthesize it. The reactants are: [NH2:1][C:2]1[C:3]([F:19])=[C:4]([NH:9][S:10]([C:13]2[CH:18]=[CH:17][CH:16]=[CH:15][CH:14]=2)(=[O:12])=[O:11])[CH:5]=[CH:6][C:7]=1[F:8].Cl[C:21]1[C:30]2[C:25](=[C:26]([C:31](Cl)=[O:32])[CH:27]=[CH:28][CH:29]=2)[N:24]=[CH:23][N:22]=1.[NH3:34]. (3) The reactants are: [F:1][C:2]([F:31])([F:30])[C:3]1[CH:29]=[CH:28][CH:27]=[CH:26][C:4]=1[CH:5]([O:14][CH:15]1[CH2:18][N:17]([C:19]([NH:21][C:22]([CH3:25])([CH3:24])[CH3:23])=[O:20])[CH2:16]1)[C:6]1[CH:11]=[CH:10][C:9](Br)=[CH:8][C:7]=1[F:13].COCCOCC[O:39][CH3:40].C([O-])([O-])=O.[K+].[K+].[NH:47]1[CH2:52][CH2:51][CH2:50][CH2:49][CH2:48]1. Given the product [F:1][C:2]([F:31])([F:30])[C:3]1[CH:29]=[CH:28][CH:27]=[CH:26][C:4]=1[CH:5]([O:14][CH:15]1[CH2:18][N:17]([C:19]([NH:21][C:22]([CH3:25])([CH3:24])[CH3:23])=[O:20])[CH2:16]1)[C:6]1[CH:11]=[CH:10][C:9]([C:40](=[O:39])[N:47]2[CH2:52][CH2:51][CH2:50][CH2:49][CH2:48]2)=[CH:8][C:7]=1[F:13], predict the reactants needed to synthesize it. (4) Given the product [CH2:1]([N:8]([CH2:16][C:17]1[CH:22]=[CH:21][CH:20]=[CH:19][CH:18]=1)[C@@H:9]([CH2:13][CH2:14][CH3:15])[C:10]([N:54]([O:55][CH3:56])[CH3:53])=[O:11])[C:2]1[CH:7]=[CH:6][CH:5]=[CH:4][CH:3]=1, predict the reactants needed to synthesize it. The reactants are: [CH2:1]([N:8]([CH2:16][C:17]1[CH:22]=[CH:21][CH:20]=[CH:19][CH:18]=1)[C@@H:9]([CH2:13][CH2:14][CH3:15])[C:10](O)=[O:11])[C:2]1[CH:7]=[CH:6][CH:5]=[CH:4][CH:3]=1.ON1C2C=CC=CC=2N=N1.Cl.C(N=C=NCCCN(C)C)C.CN1CCOCC1.Cl.[CH3:53][NH:54][O:55][CH3:56]. (5) The reactants are: Br[C:2]1[N:7]=[C:6]([Cl:8])[C:5]([O:9][CH:10]([F:12])[F:11])=[C:4]([NH2:13])[CH:3]=1.[Cl:14][C:15]1[CH:20]=[CH:19][C:18](B2OCCCO2)=[C:17]([F:27])[C:16]=1[O:28][CH3:29].[F-].[Cs+].O. Given the product [Cl:8][C:6]1[C:5]([O:9][CH:10]([F:12])[F:11])=[C:4]([NH2:13])[CH:3]=[C:2]([C:18]2[CH:19]=[CH:20][C:15]([Cl:14])=[C:16]([O:28][CH3:29])[C:17]=2[F:27])[N:7]=1, predict the reactants needed to synthesize it. (6) The reactants are: [OH:1][C:2]1[CH:16]=[CH:15][CH:14]=[CH:13][C:3]=1[C:4]([C:6]1[CH:11]=[CH:10][CH:9]=[CH:8][C:7]=1[OH:12])=[O:5].CS(C)=O.[OH-].[K+].Br[CH2:24][CH2:25][CH2:26][CH2:27][CH2:28][C:29]([O:31]CC)=[O:30]. Given the product [OH:1][C:2]1[CH:16]=[CH:15][CH:14]=[CH:13][C:3]=1[C:4]([C:6]1[CH:11]=[CH:10][CH:9]=[CH:8][C:7]=1[O:12][CH2:24][CH2:25][CH2:26][CH2:27][CH2:28][C:29]([OH:31])=[O:30])=[O:5], predict the reactants needed to synthesize it.